This data is from Full USPTO retrosynthesis dataset with 1.9M reactions from patents (1976-2016). The task is: Predict the reactants needed to synthesize the given product. (1) Given the product [NH2:1][C:2]1[C:11]2[C:6](=[CH:7][C:8]([CH2:12][NH:13][C:14](=[O:36])[C:15]3[CH:20]=[C:19]([CH:21]([OH:35])[C:22]4[CH:27]=[CH:26][C:25]([CH2:28][N:29]5[CH:33]=[C:32]([CH3:34])[CH:31]=[N:30]5)=[CH:24][CH:23]=4)[CH:18]=[N:17][CH:16]=3)=[CH:9][CH:10]=2)[CH:5]=[CH:4][N:3]=1, predict the reactants needed to synthesize it. The reactants are: [NH2:1][C:2]1[C:11]2[C:6](=[CH:7][C:8]([CH2:12][NH:13][C:14](=[O:36])[C:15]3[CH:20]=[C:19]([C:21](=[O:35])[C:22]4[CH:27]=[CH:26][C:25]([CH2:28][N:29]5[CH:33]=[C:32]([CH3:34])[CH:31]=[N:30]5)=[CH:24][CH:23]=4)[CH:18]=[N:17][CH:16]=3)=[CH:9][CH:10]=2)[CH:5]=[CH:4][N:3]=1.[BH4-].[Na+]. (2) Given the product [OH:32][C@H:27]1[CH2:28][CH2:29][CH2:30][CH2:31][C@@H:26]1[NH:25][C:19](=[O:21])[C:18]1[CH:22]=[CH:23][C:15]([O:14][CH2:13][C:3]2[C:4]([C:7]3[CH:8]=[CH:9][CH:10]=[CH:11][CH:12]=3)=[N:5][O:6][C:2]=2[CH3:1])=[N:16][CH:17]=1, predict the reactants needed to synthesize it. The reactants are: [CH3:1][C:2]1[O:6][N:5]=[C:4]([C:7]2[CH:12]=[CH:11][CH:10]=[CH:9][CH:8]=2)[C:3]=1[CH2:13][O:14][C:15]1[CH:23]=[CH:22][C:18]([C:19]([OH:21])=O)=[CH:17][N:16]=1.Cl.[NH2:25][C@H:26]1[CH2:31][CH2:30][CH2:29][CH2:28][C@@H:27]1[OH:32]. (3) Given the product [N:10]1[CH:15]=[CH:14][CH:13]=[CH:12][C:11]=1[CH2:16][O:1][C:2]1[CH:9]=[CH:8][C:5]([CH:6]=[O:7])=[CH:4][CH:3]=1, predict the reactants needed to synthesize it. The reactants are: [OH:1][C:2]1[CH:9]=[CH:8][C:5]([CH:6]=[O:7])=[CH:4][CH:3]=1.[N:10]1[CH:15]=[CH:14][CH:13]=[CH:12][C:11]=1[CH2:16]Cl.C(=O)([O-])[O-].[K+].[K+]. (4) Given the product [CH3:23][C:24]1[CH:32]=[C:31]2[C:27]([C:28]([CH:33]=[O:34])=[CH:29][NH:30]2)=[C:26]([I:35])[CH:25]=1, predict the reactants needed to synthesize it. The reactants are: FC(F)(F)C([O-])=O.[Tl+3].FC(F)(F)C([O-])=O.FC(F)(F)C([O-])=O.[CH3:23][C:24]1[CH:32]=[C:31]2[C:27]([C:28]([CH:33]=[O:34])=[CH:29][NH:30]2)=[CH:26][CH:25]=1.[I-:35].[K+].S(S([O-])=O)([O-])(=O)=O.[Na+].[Na+].[OH-].[Na+]. (5) Given the product [OH:2][C:3]1[CH:4]=[CH:5][C:6]2[CH2:12][C:11]([CH3:14])([CH3:13])[NH:10][C:9](=[O:15])[NH:8][C:7]=2[CH:16]=1, predict the reactants needed to synthesize it. The reactants are: C[O:2][C:3]1[CH:4]=[CH:5][C:6]2[CH2:12][C:11]([CH3:14])([CH3:13])[NH:10][C:9](=[O:15])[NH:8][C:7]=2[CH:16]=1.B(Br)(Br)Br.CCOCC.